From a dataset of Full USPTO retrosynthesis dataset with 1.9M reactions from patents (1976-2016). Predict the reactants needed to synthesize the given product. (1) Given the product [CH:10]1([CH2:16][CH2:17][CH2:18][C:19]([NH:9][CH2:1][CH2:2][C:3]2[CH:8]=[CH:7][C:6]([S:42]([Cl:41])(=[O:44])=[O:43])=[CH:5][CH:4]=2)=[O:21])[CH2:15][CH2:14][CH2:13][CH2:12][CH2:11]1, predict the reactants needed to synthesize it. The reactants are: [CH2:1]([NH2:9])[CH2:2][C:3]1[CH:8]=[CH:7][CH:6]=[CH:5][CH:4]=1.[CH:10]1([CH2:16][CH2:17][CH2:18][C:19]([OH:21])=O)[CH2:15][CH2:14][CH2:13][CH2:12][CH2:11]1.C(N=C=NC(C)C)(C)C.OC1C2N=NNC=2C=CC=1.[Cl:41][S:42](O)(=[O:44])=[O:43]. (2) Given the product [Cl:1][C:2]1[N:7]=[CH:6][C:5]([S:8]([NH:12][CH2:13][CH2:14][OH:15])(=[O:10])=[O:9])=[CH:4][CH:3]=1, predict the reactants needed to synthesize it. The reactants are: [Cl:1][C:2]1[N:7]=[CH:6][C:5]([S:8](Cl)(=[O:10])=[O:9])=[CH:4][CH:3]=1.[NH2:12][CH2:13][CH2:14][OH:15]. (3) Given the product [CH:32]1([C:2]2[N:7]=[C:6]([N:8]3[CH2:13][CH2:12][N:11]4[N:14]=[C:15]([CH2:17][O:18][C:19]5[CH:24]=[CH:23][CH:22]=[CH:21][CH:20]=5)[CH:16]=[C:10]4[C:9]3=[O:25])[CH:5]=[CH:4][CH:3]=2)[CH2:34][CH2:33]1, predict the reactants needed to synthesize it. The reactants are: Br[C:2]1[N:7]=[C:6]([N:8]2[CH2:13][CH2:12][N:11]3[N:14]=[C:15]([CH2:17][O:18][C:19]4[CH:24]=[CH:23][CH:22]=[CH:21][CH:20]=4)[CH:16]=[C:10]3[C:9]2=[O:25])[CH:5]=[CH:4][CH:3]=1.C(=O)([O-])[O-].[K+].[K+].[CH:32]1(B(O)O)[CH2:34][CH2:33]1. (4) The reactants are: [Cl:1][C:2]1[N:11]=[CH:10][C:9]2[N:8]([CH2:12][C:13]([OH:15])=O)[CH2:7][C@@H:6]3[CH2:16][O:17][CH2:18][CH2:19][N:5]3[C:4]=2[N:3]=1.CN(C(ON1N=NC2C=CC=NC1=2)=[N+](C)C)C.F[P-](F)(F)(F)(F)F.[O:44]1[CH2:48][CH2:47][CH:46]([NH2:49])[CH2:45]1.C(N(CC)CC)C. Given the product [Cl:1][C:2]1[N:11]=[CH:10][C:9]2[N:8]([CH2:12][C:13]([NH:49][CH:46]3[CH2:47][CH2:48][O:44][CH2:45]3)=[O:15])[CH2:7][C@@H:6]3[CH2:16][O:17][CH2:18][CH2:19][N:5]3[C:4]=2[N:3]=1, predict the reactants needed to synthesize it. (5) The reactants are: Br[CH2:2][C:3]([C:5]1[C:10]([Cl:11])=[CH:9][C:8]([Cl:12])=[CH:7][N:6]=1)=[O:4].[C:13]1(=[O:23])[NH:17][C:16](=[O:18])[C:15]2=[CH:19][CH:20]=[CH:21][CH:22]=[C:14]12.[K].O. Given the product [Cl:11][C:10]1[C:5]([C:3](=[O:4])[CH2:2][N:17]2[C:16](=[O:18])[C:15]3=[CH:19][CH:20]=[CH:21][CH:22]=[C:14]3[C:13]2=[O:23])=[N:6][CH:7]=[C:8]([Cl:12])[CH:9]=1, predict the reactants needed to synthesize it.